From a dataset of Catalyst prediction with 721,799 reactions and 888 catalyst types from USPTO. Predict which catalyst facilitates the given reaction. Reactant: COC1C=CC(CN2C3N=CC4CC(NC(=O)OC(C)(C)C)CCC=4C=3C=N2)=CC=1.[C:31]([NH:35][CH:36]1[CH2:45][C:44]2[CH:43]=[N:42][C:41]3[N:46]([CH2:49][C:50]4[CH:55]=[CH:54][C:53]([O:56][CH3:57])=[CH:52][CH:51]=4)[N:47]=[CH:48][C:40]=3[C:39]=2[CH2:38][CH2:37]1)([CH3:34])([CH3:33])[CH3:32].COC1C=CC(CN2C3N=CC4CC(N)CCC=4C=3C=N2)=CC=1. Product: [C:31]([NH:35][CH:36]1[CH2:45][C:44]2[CH:43]=[N:42][C:41]3[NH:46][N:47]=[CH:48][C:40]=3[C:39]=2[CH2:38][CH2:37]1)([CH3:34])([CH3:32])[CH3:33].[C:31]([NH:35][CH:36]1[CH2:45][C:44]2[CH:43]=[N:42][C:41]3[N:46]([CH2:49][C:50]4[CH:51]=[CH:52][C:53]([O:56][CH3:57])=[CH:54][CH:55]=4)[N:47]=[CH:48][C:40]=3[C:39]=2[CH2:38][CH2:37]1)([CH3:34])([CH3:33])[CH3:32]. The catalyst class is: 55.